From a dataset of Reaction yield outcomes from USPTO patents with 853,638 reactions. Predict the reaction yield, written as a fraction of the theoretical maximum amount of product (1.0 means a 100% yield; for example, 0.34 means a 34% yield). (1) The reactants are ClCCl.[NH:4]1[C:14]2[C:9](=[CH:10][CH:11]=[CH:12][CH:13]=2)[C:7](=[O:8])[C:5]1=[O:6].[S:15]1[CH:19]=[CH:18][C:17](B(O)O)=[CH:16]1.C(N(CC)CC)C. The catalyst is C(OC(=O)C)(=O)C.C(N(CC)CC)C.O.C([O-])(=O)C.[Cu+2].C([O-])(=O)C.C([O-])(=O)C.[Cu+2].C([O-])(=O)C. The product is [S:15]1[CH:19]=[CH:18][C:17]([N:4]2[C:14]3[C:9](=[CH:10][CH:11]=[CH:12][CH:13]=3)[C:7](=[O:8])[C:5]2=[O:6])=[CH:16]1. The yield is 0.330. (2) The reactants are Cl[CH2:2][C:3]([N:5]1[CH2:10][CH2:9][N:8]([S:11]([C:14]2[CH:23]=[CH:22][C:21]3[C:16](=[CH:17][CH:18]=[CH:19][CH:20]=3)[CH:15]=2)(=[O:13])=[O:12])[CH2:7][CH2:6]1)=[O:4].[CH3:24][O:25][C:26]([C:28]1[CH:38]=[CH:37][C:31]([O:32]CC(O)=O)=[CH:30][CH:29]=1)=[O:27].CCN(C(C)C)C(C)C.CN(C(ON1N=NC2C=CC=NC1=2)=[N+](C)C)C.F[P-](F)(F)(F)(F)F. The catalyst is C(Cl)Cl. The product is [CH:15]1[C:16]2[C:21](=[CH:20][CH:19]=[CH:18][CH:17]=2)[CH:22]=[CH:23][C:14]=1[S:11]([N:8]1[CH2:9][CH2:10][N:5]([C:3](=[O:4])[CH2:2][O:32][C:31]2[CH:30]=[CH:29][C:28]([C:26]([O:25][CH3:24])=[O:27])=[CH:38][CH:37]=2)[CH2:6][CH2:7]1)(=[O:13])=[O:12]. The yield is 0.632. (3) The reactants are Cl.[Cl:2][C:3]1[CH:8]=[CH:7][C:6]([NH:9][NH2:10])=[CH:5][CH:4]=1.Br[CH2:12][CH2:13][CH2:14][C:15]1[CH:20]=[CH:19][CH:18]=[CH:17][CH:16]=1. The catalyst is [Cl-].C([N+](CCCC)(CCCC)CCCC)CCC.[OH-].[Na+].O. The product is [Cl:2][C:3]1[CH:8]=[CH:7][C:6]([N:9]([CH2:12][CH2:13][CH2:14][C:15]2[CH:20]=[CH:19][CH:18]=[CH:17][CH:16]=2)[NH2:10])=[CH:5][CH:4]=1. The yield is 0.200. (4) The reactants are [NH2:1][C:2]1[CH:10]=[CH:9][CH:8]=[C:7]([F:11])[C:3]=1[C:4]([OH:6])=O.[CH2:12]([Mg]Br)[CH3:13].C1N=CN([C:21](N2C=NC=C2)=[O:22])C=1.[CH2:28]1COC[CH2:29]1. No catalyst specified. The product is [CH2:28]([C:4]1([CH2:12][CH3:13])[C:3]2[C:7]([F:11])=[CH:8][CH:9]=[CH:10][C:2]=2[NH:1][C:21](=[O:22])[O:6]1)[CH3:29]. The yield is 0.430. (5) The reactants are [H-].[Na+].[CH:3]([C:6]1[C:10]([C:11]([O:13][CH3:14])=[O:12])=[C:9]([CH3:15])[NH:8][C:7]=1[C:16]([O:18][CH2:19][CH3:20])=[O:17])([CH3:5])[CH3:4].Br[CH2:22][CH2:23][O:24][CH3:25].[CH3:26]N(C)C=O. No catalyst specified. The product is [CH:3]([C:6]1[C:10]([C:11]([O:13][CH2:14][CH3:26])=[O:12])=[C:9]([CH3:15])[N:8]([CH2:22][CH2:23][O:24][CH3:25])[C:7]=1[C:16]([O:18][CH2:19][CH3:20])=[O:17])([CH3:5])[CH3:4]. The yield is 1.00. (6) The reactants are C(OC([N:8]1[CH:13]([CH3:14])[CH2:12][N:11]([C:15]2[CH:20]=[CH:19][CH:18]=[CH:17][C:16]=2[NH:21][C:22]2[C:23]3[CH:30]=[CH:29][S:28][C:24]=3[N:25]=[CH:26][N:27]=2)[CH2:10][CH:9]1[CH3:31])=O)(C)(C)C.FC(F)(F)C(O)=O. The catalyst is C(Cl)Cl. The product is [CH3:14][CH:13]1[NH:8][CH:9]([CH3:31])[CH2:10][N:11]([C:15]2[CH:20]=[CH:19][CH:18]=[CH:17][C:16]=2[NH:21][C:22]2[C:23]3[CH:30]=[CH:29][S:28][C:24]=3[N:25]=[CH:26][N:27]=2)[CH2:12]1. The yield is 0.650. (7) The reactants are [O:1]1[CH2:6][CH2:5][N:4]([C:7]2[CH:8]=[C:9]([CH:18]=[CH:19][CH:20]=2)[O:10][C:11]2[C:12]([NH2:17])=[N:13][CH:14]=[CH:15][CH:16]=2)[CH2:3][CH2:2]1.[Br:21]Br. The catalyst is C(O)(=O)C. The product is [Br:21][C:18]1[CH:19]=[CH:20][C:7]([N:4]2[CH2:5][CH2:6][O:1][CH2:2][CH2:3]2)=[CH:8][C:9]=1[O:10][C:11]1[C:12]([NH2:17])=[N:13][CH:14]=[CH:15][CH:16]=1. The yield is 0.770.